From a dataset of Reaction yield outcomes from USPTO patents with 853,638 reactions. Predict the reaction yield, written as a fraction of the theoretical maximum amount of product (1.0 means a 100% yield; for example, 0.34 means a 34% yield). (1) The reactants are Br[C:2]1[CH:7]=[CH:6][C:5]([C:8](=[C:16]2[CH2:21][C:20]([CH3:23])([CH3:22])[CH2:19][C:18]([CH3:25])([CH3:24])[CH2:17]2)[C:9]2[CH:14]=[CH:13][C:12]([OH:15])=[CH:11][CH:10]=2)=[CH:4][CH:3]=1.[C:26]([NH:29][C:30]1[CH:35]=[CH:34][C:33](B(O)O)=[CH:32][CH:31]=1)(=[O:28])[CH3:27].C([O-])([O-])=O.[Na+].[Na+].CCOC(C)=O. The catalyst is COCCOC.O.C1C=CC([P]([Pd]([P](C2C=CC=CC=2)(C2C=CC=CC=2)C2C=CC=CC=2)([P](C2C=CC=CC=2)(C2C=CC=CC=2)C2C=CC=CC=2)[P](C2C=CC=CC=2)(C2C=CC=CC=2)C2C=CC=CC=2)(C2C=CC=CC=2)C2C=CC=CC=2)=CC=1. The product is [OH:15][C:12]1[CH:11]=[CH:10][C:9]([C:8](=[C:16]2[CH2:17][C:18]([CH3:25])([CH3:24])[CH2:19][C:20]([CH3:23])([CH3:22])[CH2:21]2)[C:5]2[CH:4]=[CH:3][C:2]([C:33]3[CH:34]=[CH:35][C:30]([NH:29][C:26](=[O:28])[CH3:27])=[CH:31][CH:32]=3)=[CH:7][CH:6]=2)=[CH:14][CH:13]=1. The yield is 0.410. (2) The reactants are [F:1][C:2]1[CH:7]=[C:6](I)[CH:5]=[CH:4][C:3]=1[N:9]1[CH:14]=[C:13]([O:15][CH3:16])[C:12](=[O:17])[C:11]([C:18]2[N:22]([C:23]3[CH:28]=[CH:27][CH:26]=[CH:25][CH:24]=3)[N:21]=[CH:20][CH:19]=2)=[N:10]1.[O:29]1[CH2:33][C:32](=O)[N:31]=[C-:30]1.N[C@@H]1CCCC[C@H]1N.[O-:43]P([O-])([O-])=O.[K+].[K+].[K+]. The catalyst is O1CCOCC1.[Cu]I.O. The product is [F:1][C:2]1[CH:7]=[C:6]([N:31]2[CH2:32][CH2:33][O:29][C:30]2=[O:43])[CH:5]=[CH:4][C:3]=1[N:9]1[CH:14]=[C:13]([O:15][CH3:16])[C:12](=[O:17])[C:11]([C:18]2[N:22]([C:23]3[CH:28]=[CH:27][CH:26]=[CH:25][CH:24]=3)[N:21]=[CH:20][CH:19]=2)=[N:10]1. The yield is 0.710. (3) The reactants are C(OC([CH:8]1[CH:12]2[CH2:13][N:14]([CH2:16][C:17]3[CH:22]=[CH:21][C:20]([O:23][C:24]4[S:25][C:26]5[CH:32]=[CH:31][CH:30]=[CH:29][C:27]=5[N:28]=4)=[CH:19][CH:18]=3)[CH2:15][CH:11]2[CH2:10][N:9]1[S:33]([NH2:36])(=[O:35])=[O:34])=O)(C)(C)C.FC(F)(F)C(O)=O. The catalyst is C(Cl)Cl.CO.CS(C)=O. The product is [S:25]1[C:26]2[CH:32]=[CH:31][CH:30]=[CH:29][C:27]=2[N:28]=[C:24]1[O:23][C:20]1[CH:19]=[CH:18][C:17]([CH2:16][N:14]2[CH2:15][CH:11]3[CH2:10][N:9]([S:33]([NH2:36])(=[O:34])=[O:35])[CH2:8][CH:12]3[CH2:13]2)=[CH:22][CH:21]=1. The yield is 0.700. (4) The reactants are C[O:2][C:3]1[N:8]=[CH:7][C:6]([CH2:9][N:10]2[C:18]3[C:13](=[CH:14][CH:15]=[CH:16][CH:17]=3)[C:12]3([C:22]4=[CH:23][C:24]5[O:28][CH2:27][O:26][C:25]=5[CH:29]=[C:21]4[O:20][CH2:19]3)[C:11]2=[O:30])=[CH:5][CH:4]=1.[I-].[Na+].Cl[Si](C)(C)C. The catalyst is O.C(#N)C. The product is [O:2]=[C:3]1[NH:8][CH:7]=[C:6]([CH2:9][N:10]2[C:18]3[C:13](=[CH:14][CH:15]=[CH:16][CH:17]=3)[C:12]3([C:22]4=[CH:23][C:24]5[O:28][CH2:27][O:26][C:25]=5[CH:29]=[C:21]4[O:20][CH2:19]3)[C:11]2=[O:30])[CH:5]=[CH:4]1. The yield is 0.720. (5) The reactants are [NH:1]1[CH2:6][CH2:5][O:4][CH2:3][CH2:2]1.C(=O)([O-])[O-].[Na+].[Na+].Cl[C:14]1[N:19]=[C:18]([O:20][C:21]2[CH:50]=[CH:49][CH:48]=[CH:47][C:22]=2[CH2:23][NH:24][C:25]([NH:27][C:28]2[N:32]([C:33]3[CH:38]=[CH:37][CH:36]=[C:35]([O:39][CH2:40][CH2:41][OH:42])[CH:34]=3)[N:31]=[C:30]([C:43]([CH3:46])([CH3:45])[CH3:44])[CH:29]=2)=[O:26])[CH:17]=[CH:16][N:15]=1. The catalyst is C(O)C. The product is [O:4]1[CH2:5][CH2:6][N:1]([C:14]2[N:19]=[C:18]([O:20][C:21]3[CH:50]=[CH:49][CH:48]=[CH:47][C:22]=3[CH2:23][NH:24][C:25]([NH:27][C:28]3[N:32]([C:33]4[CH:38]=[CH:37][CH:36]=[C:35]([O:39][CH2:40][CH2:41][OH:42])[CH:34]=4)[N:31]=[C:30]([C:43]([CH3:46])([CH3:44])[CH3:45])[CH:29]=3)=[O:26])[CH:17]=[CH:16][N:15]=2)[CH2:2][CH2:3]1. The yield is 0.760. (6) The reactants are C(O[C@H]1C2C(=CC(OCCC)=CC=2)[C@@H](N)C1)C=C.[CH2:19]([O:22][C@H:23]1[C:31]2[C:26](=[CH:27][C:28]([Br:32])=[CH:29][CH:30]=2)[C@@H:25]([NH2:33])[CH2:24]1)[CH:20]=[CH2:21].[F:34][C:35]1[CH:36]=[C:37]([CH2:42][C@H:43]([NH:47][C:48](=[O:54])[O:49][C:50]([CH3:53])([CH3:52])[CH3:51])[C@H:44]2[CH2:46][O:45]2)[CH:38]=[C:39]([F:41])[CH:40]=1. No catalyst specified. The product is [CH2:19]([O:22][C@H:23]1[C:31]2[C:26](=[CH:27][C:28]([Br:32])=[CH:29][CH:30]=2)[C@@H:25]([NH:33][CH2:46][C@@H:44]([OH:45])[C@@H:43]([NH:47][C:48](=[O:54])[O:49][C:50]([CH3:52])([CH3:51])[CH3:53])[CH2:42][C:37]2[CH:36]=[C:35]([F:34])[CH:40]=[C:39]([F:41])[CH:38]=2)[CH2:24]1)[CH:20]=[CH2:21]. The yield is 0.760. (7) The reactants are [Cl:1][C:2]1[N:10]=[CH:9][CH:8]=[CH:7][C:3]=1[C:4](Cl)=[O:5].[F:11][C:12]1[CH:13]=[C:14]2[C:18](=[CH:19][CH:20]=1)[NH:17][CH2:16][CH2:15]2.C(N(CC)CC)C. The catalyst is CC#N. The product is [Cl:1][C:2]1[C:3]([C:4]([N:17]2[C:18]3[C:14](=[CH:13][C:12]([F:11])=[CH:20][CH:19]=3)[CH2:15][CH2:16]2)=[O:5])=[CH:7][CH:8]=[CH:9][N:10]=1. The yield is 0.790. (8) The reactants are [H-].[Na+].[C:3]([N:22]1[N:26]=[N:25][C:24]([CH2:27][C:28]#[N:29])=[N:23]1)([C:16]1[CH:21]=[CH:20][CH:19]=[CH:18][CH:17]=1)([C:10]1[CH:15]=[CH:14][CH:13]=[CH:12][CH:11]=1)[C:4]1[CH:9]=[CH:8][CH:7]=[CH:6][CH:5]=1.C1(=O)CCCCC1.[I-].C[S+](C)(C)=O.[C:43]1(=[C:49](C2N=NN(C(C3C=CC=CC=3)(C3C=CC=CC=3)C3C=CC=CC=3)N=2)C#N)[CH2:48][CH2:47][CH2:46][CH2:45][CH2:44]1. The catalyst is C1COCC1.CN(C=O)C. The product is [C:3]([N:22]1[N:26]=[N:25][C:24]([C:27]2([C:28]#[N:29])[C:43]3([CH2:48][CH2:47][CH2:46][CH2:45][CH2:44]3)[CH2:49]2)=[N:23]1)([C:4]1[CH:9]=[CH:8][CH:7]=[CH:6][CH:5]=1)([C:10]1[CH:15]=[CH:14][CH:13]=[CH:12][CH:11]=1)[C:16]1[CH:17]=[CH:18][CH:19]=[CH:20][CH:21]=1. The yield is 0.770. (9) The reactants are [N+:1]([C:4]1[CH:9]=[CH:8][C:7]([CH2:10][CH2:11][CH2:12][CH:13](C(OCC)=O)[C:14]([O:16]CC)=[O:15])=[CH:6][CH:5]=1)([O-:3])=[O:2]. The catalyst is C(O)(=O)C.Cl. The product is [N+:1]([C:4]1[CH:5]=[CH:6][C:7]([CH2:10][CH2:11][CH2:12][CH2:13][C:14]([OH:16])=[O:15])=[CH:8][CH:9]=1)([O-:3])=[O:2]. The yield is 1.00. (10) The reactants are [ClH:1].[CH2:2]([C:4]1[CH:5]=[CH:6][C:7]([CH2:10][CH2:11][O:12][C:13]2[CH:26]=[CH:25][C:16]([CH2:17][C@H:18]3[S:22][C:21](=[O:23])[NH:20][C:19]3=[O:24])=[CH:15][CH:14]=2)=[N:8][CH:9]=1)[CH3:3]. The catalyst is CO. The product is [ClH:1].[CH2:2]([C:4]1[CH:5]=[CH:6][C:7]([CH2:10][CH2:11][O:12][C:13]2[CH:26]=[CH:25][C:16]([CH2:17][C@H:18]3[S:22][C:21](=[O:23])[NH:20][C:19]3=[O:24])=[CH:15][CH:14]=2)=[N:8][CH:9]=1)[CH3:3]. The yield is 1.00.